Predict which catalyst facilitates the given reaction. From a dataset of Catalyst prediction with 721,799 reactions and 888 catalyst types from USPTO. (1) Reactant: [Cl:1][C:2]1[C:10]([Cl:11])=[CH:9][C:5]([C:6]([OH:8])=[O:7])=[C:4]([O:12][CH3:13])[CH:3]=1.[C:14]([O-])([O-])=O.[K+].[K+].CI. Product: [Cl:1][C:2]1[C:10]([Cl:11])=[CH:9][C:5]([C:6]([O:8][CH3:14])=[O:7])=[C:4]([O:12][CH3:13])[CH:3]=1. The catalyst class is: 3. (2) The catalyst class is: 7. Reactant: C([O:3][CH:4](OCC)[C:5]1[O:13][C:12]2[C:11]([C:14]3[CH:15]=[C:16]([CH:26]=[CH:27][CH:28]=3)[O:17][C:18]3[CH:25]=[CH:24][CH:23]=[CH:22][C:19]=3[C:20]#[N:21])=[CH:10][N:9]=[CH:8][C:7]=2[CH:6]=1)C.Cl.C(=O)(O)[O-].[Na+]. Product: [CH:4]([C:5]1[O:13][C:12]2[C:11]([C:14]3[CH:15]=[C:16]([CH:26]=[CH:27][CH:28]=3)[O:17][C:18]3[CH:25]=[CH:24][CH:23]=[CH:22][C:19]=3[C:20]#[N:21])=[CH:10][N:9]=[CH:8][C:7]=2[CH:6]=1)=[O:3].